This data is from Full USPTO retrosynthesis dataset with 1.9M reactions from patents (1976-2016). The task is: Predict the reactants needed to synthesize the given product. Given the product [CH2:1]([O:8][C:9]1[C:10](=[O:28])[N:11]([CH3:29])[CH:12]=[C:13]([C:16]2[CH:17]=[C:18]([C:22]3[CH:27]=[CH:26][CH:25]=[CH:24][CH:23]=3)[CH:19]=[CH:20][CH:21]=2)[C:14]=1[F:15])[C:2]1[CH:7]=[CH:6][CH:5]=[CH:4][CH:3]=1, predict the reactants needed to synthesize it. The reactants are: [CH2:1]([O:8][C:9]1[C:10](=[O:28])[NH:11][CH:12]=[C:13]([C:16]2[CH:17]=[C:18]([C:22]3[CH:27]=[CH:26][CH:25]=[CH:24][CH:23]=3)[CH:19]=[CH:20][CH:21]=2)[C:14]=1[F:15])[C:2]1[CH:7]=[CH:6][CH:5]=[CH:4][CH:3]=1.[C:29]([O-])([O-])=O.[Cs+].[Cs+].CI.